From a dataset of NCI-60 drug combinations with 297,098 pairs across 59 cell lines. Regression. Given two drug SMILES strings and cell line genomic features, predict the synergy score measuring deviation from expected non-interaction effect. Drug 1: C1=CC(=CC=C1C#N)C(C2=CC=C(C=C2)C#N)N3C=NC=N3. Drug 2: CCC(=C(C1=CC=CC=C1)C2=CC=C(C=C2)OCCN(C)C)C3=CC=CC=C3.C(C(=O)O)C(CC(=O)O)(C(=O)O)O. Cell line: HS 578T. Synergy scores: CSS=-2.80, Synergy_ZIP=1.87, Synergy_Bliss=0.00794, Synergy_Loewe=-8.76, Synergy_HSA=-5.25.